Dataset: Catalyst prediction with 721,799 reactions and 888 catalyst types from USPTO. Task: Predict which catalyst facilitates the given reaction. (1) Reactant: [N+:1]([C:4]1[CH:5]=[CH:6][C:7]([NH2:10])=[N:8][CH:9]=1)([O-:3])=[O:2].Br[CH2:12][C:13]([C:15]1[CH:20]=[CH:19][C:18]([Br:21])=[CH:17][CH:16]=1)=O. Product: [Br:21][C:18]1[CH:19]=[CH:20][C:15]([C:13]2[N:10]=[C:7]3[CH:6]=[CH:5][C:4]([N+:1]([O-:3])=[O:2])=[CH:9][N:8]3[CH:12]=2)=[CH:16][CH:17]=1. The catalyst class is: 21. (2) Reactant: [NH2:1][C@H:2]([C:8]([OH:10])=[O:9])[CH2:3][CH2:4][CH2:5][CH2:6][NH2:7].[CH3:11][N:12]1[N:18]=[C:17]([OH:19])[C:15](=[O:16])[N:14]=[C:13]1[S:20][CH2:21][C:22]1[CH2:43][S:42][C@@H:25]2[C@H:26]([NH:29][C:30](/[C:32](/[C:36]3[N:40]=[C:39]([NH2:41])[S:38][CH:37]=3)=[N:33]\[O:34][CH3:35])=[O:31])[C:27](=[O:28])[N:24]2[C:23]=1[C:44]([OH:46])=[O:45].N[C@H](C(O)=O)CCCNC(=N)N.Cl.CN1N=C(O)C(=O)N=C1SCC1CS[C@@H]2[C@H](NC(/C(/C3N=C(N)SC=3)=N\OC)=O)C(=O)N2C=1C(O)=O.N[C@H](C(O)=O)CCCNC(=N)N. Product: [CH3:11][N:12]1[N:18]=[C:17]([OH:19])[C:15](=[O:16])[N:14]=[C:13]1[S:20][CH2:21][C:22]1[CH2:43][S:42][C@@H:25]2[C@H:26]([NH:29][C:30](/[C:32](/[C:36]3[N:40]=[C:39]([NH2:41])[S:38][CH:37]=3)=[N:33]\[O:34][CH3:35])=[O:31])[C:27](=[O:28])[N:24]2[C:23]=1[C:44]([OH:46])=[O:45].[NH2:1][C@H:2]([C:8]([OH:10])=[O:9])[CH2:3][CH2:4][CH2:5][CH2:6][NH2:7]. The catalyst class is: 6. (3) Reactant: [CH3:1][N:2]1[CH:6]=[CH:5][N:4]=[C:3]1[C:7]1[CH:16]=[CH:15][C:14]2[C:9](=[C:10]([C:18]3[CH:23]=[CH:22][C:21]([C:24]4[CH:25]=[N:26][N:27]([CH3:29])[CH:28]=4)=[CH:20][CH:19]=3)[CH:11]=[N+:12]([O-])[CH:13]=2)[N:8]=1.[N:30]1C=CC=CC=1.[Cl-].C(CN)O. Product: [CH3:1][N:2]1[CH:6]=[CH:5][N:4]=[C:3]1[C:7]1[CH:16]=[CH:15][C:14]2[C:13]([NH2:30])=[N:12][CH:11]=[C:10]([C:18]3[CH:23]=[CH:22][C:21]([C:24]4[CH:25]=[N:26][N:27]([CH3:29])[CH:28]=4)=[CH:20][CH:19]=3)[C:9]=2[N:8]=1. The catalyst class is: 69. (4) Product: [CH2:26]([O:25][C:23]([CH:22]1[CH2:28][CH2:29][N:19]([CH2:15][C:11]2[CH:12]=[CH:13][CH:14]=[C:9]([NH:8][C:6](=[O:7])[C:5]3[CH:17]=[CH:18][C:2]([Cl:1])=[CH:3][CH:4]=3)[CH:10]=2)[CH2:20][CH2:21]1)=[O:24])[CH3:27]. Reactant: [Cl:1][C:2]1[CH:18]=[CH:17][C:5]([C:6]([NH:8][C:9]2[CH:14]=[CH:13][CH:12]=[C:11]([CH:15]=O)[CH:10]=2)=[O:7])=[CH:4][CH:3]=1.[NH:19]1[CH2:29][CH2:28][CH:22]([C:23]([O:25][CH2:26][CH3:27])=[O:24])[CH2:21][CH2:20]1.C(O[BH-](OC(=O)C)OC(=O)C)(=O)C.[Na+].C([O-])(O)=O.[Na+]. The catalyst class is: 2. (5) Reactant: [Cl:1][C:2]1[CH:7]=[C:6]([N+]([O-])=O)[CH:5]=[CH:4][N:3]=1.[OH:11][C:12]1[CH:13]=[C:14]2[C:19](=[CH:20][CH:21]=1)[N:18]=[CH:17][C:16]([C:22]([OH:24])=[O:23])=[CH:15]2.C(=O)([O-])[O-].[Cs+].[Cs+].CC(=O)OCC. Product: [Cl:1][C:2]1[CH:7]=[C:6]([O:11][C:12]2[CH:13]=[C:14]3[C:19](=[CH:20][CH:21]=2)[N:18]=[CH:17][C:16]([C:22]([OH:24])=[O:23])=[CH:15]3)[CH:5]=[CH:4][N:3]=1. The catalyst class is: 9. (6) Reactant: [OH-].[Na+].CC(C)=O.O.Cl[C:9]1[CH:14]=[C:13]([Cl:15])[N:12]=[CH:11][N:10]=1.[OH:16][C:17]1[CH:18]=[C:19]2[C:23](=[CH:24][CH:25]=1)[NH:22][CH:21]=[CH:20]2. Product: [Cl:15][C:13]1[N:12]=[CH:11][N:10]=[C:9]([O:16][C:17]2[CH:18]=[C:19]3[C:23](=[CH:24][CH:25]=2)[NH:22][CH:21]=[CH:20]3)[CH:14]=1. The catalyst class is: 161. (7) Reactant: [NH2:1][C:2]1[CH:11]=[CH:10][C:5]([C:6]([O:8][CH3:9])=[O:7])=[C:4]([Cl:12])[CH:3]=1.N1C=CC=CC=1.[CH3:19][S:20](Cl)(=[O:22])=[O:21]. Product: [Cl:12][C:4]1[CH:3]=[C:2]([NH:1][S:20]([CH3:19])(=[O:22])=[O:21])[CH:11]=[CH:10][C:5]=1[C:6]([O:8][CH3:9])=[O:7]. The catalyst class is: 2. (8) Reactant: Cl.[N+:2]([C:5]1[CH:6]=[C:7]([NH:11][NH2:12])[CH:8]=[CH:9][CH:10]=1)([O-:4])=[O:3].[CH2:13]([O:15][C:16](=[O:20])[C:17](=O)[CH3:18])[CH3:14]. Product: [CH2:13]([O:15][C:16](=[O:20])[C:17](=[N:12][NH:11][C:7]1[CH:8]=[CH:9][CH:10]=[C:5]([N+:2]([O-:4])=[O:3])[CH:6]=1)[CH3:18])[CH3:14]. The catalyst class is: 8. (9) Reactant: [C:1](=[O:24])(OC1C=CC([N+]([O-])=O)=CC=1)[O:2][CH2:3][CH:4]1[CH2:9][CH2:8][N:7]([CH2:10][CH2:11][O:12][CH3:13])[CH2:6][CH2:5]1.CCN(C(C)C)C(C)C.[ClH:34].Cl.[Cl:36][C:37]1[CH:42]=[CH:41][C:40]([N:43]2[CH2:48][CH2:47][NH:46][CH2:45][CH2:44]2)=[CH:39][CH:38]=1. Product: [ClH:36].[ClH:34].[Cl:36][C:37]1[CH:38]=[CH:39][C:40]([N:43]2[CH2:48][CH2:47][N:46]([C:1]([O:2][CH2:3][CH:4]3[CH2:5][CH2:6][N:7]([CH2:10][CH2:11][O:12][CH3:13])[CH2:8][CH2:9]3)=[O:24])[CH2:45][CH2:44]2)=[CH:41][CH:42]=1. The catalyst class is: 3. (10) Reactant: [CH3:1][C@H:2]1[CH2:7][NH:6][CH2:5][C@@H:4]([CH3:8])[NH:3]1.[C:9]([C:13]1[CH:18]=[CH:17][C:16](Br)=[CH:15][CH:14]=1)([CH3:12])([CH3:11])[CH3:10].C1C=CC(P(C2C(C3C(P(C4C=CC=CC=4)C4C=CC=CC=4)=CC=C4C=3C=CC=C4)=C3C(C=CC=C3)=CC=2)C2C=CC=CC=2)=CC=1. Product: [C:9]([C:13]1[CH:18]=[CH:17][C:16]([N:6]2[CH2:5][C@H:4]([CH3:8])[NH:3][C@H:2]([CH3:1])[CH2:7]2)=[CH:15][CH:14]=1)([CH3:12])([CH3:11])[CH3:10]. The catalyst class is: 101.